This data is from Aqueous solubility values for 9,982 compounds from the AqSolDB database. The task is: Regression/Classification. Given a drug SMILES string, predict its absorption, distribution, metabolism, or excretion properties. Task type varies by dataset: regression for continuous measurements (e.g., permeability, clearance, half-life) or binary classification for categorical outcomes (e.g., BBB penetration, CYP inhibition). For this dataset (solubility_aqsoldb), we predict Y. (1) The molecule is CCC(=O)OC(C)C. The Y is -1.29 log mol/L. (2) The Y is -0.481 log mol/L. The molecule is CC(N)c1ccccc1. (3) The drug is ClCCCN1CCOCC1. The Y is 0.786 log mol/L.